From a dataset of Full USPTO retrosynthesis dataset with 1.9M reactions from patents (1976-2016). Predict the reactants needed to synthesize the given product. (1) Given the product [C:18]([O:21][C:22](=[O:23])[N:7]([CH2:6][C:5]1[C:4]([F:16])=[CH:3][C:2]([Br:1])=[CH:14][C:13]=1[F:15])[CH2:8][CH2:9][CH:10]([CH3:11])[CH3:12])([CH3:20])([CH3:19])[CH3:17], predict the reactants needed to synthesize it. The reactants are: [Br:1][C:2]1[CH:14]=[C:13]([F:15])[C:5]([CH2:6][NH:7][CH2:8][CH2:9][CH:10]([CH3:12])[CH3:11])=[C:4]([F:16])[CH:3]=1.[CH3:17][C:18]([O:21][C:22](O[C:22]([O:21][C:18]([CH3:20])([CH3:19])[CH3:17])=[O:23])=[O:23])([CH3:20])[CH3:19].C(=O)([O-])[O-].[K+].[K+].O. (2) The reactants are: [C:1]([NH:4][C:5]1[C:9]([Cl:10])=[C:8](Cl)[S:7][C:6]=1[C:12]([O:14][CH3:15])=[O:13])(=[O:3])[CH3:2].[C:16]1(B(O)O)[CH:21]=[CH:20][CH:19]=[CH:18][CH:17]=1.[F-].[K+].C1COCC1. Given the product [C:1]([NH:4][C:5]1[C:9]([Cl:10])=[C:8]([C:16]2[CH:21]=[CH:20][CH:19]=[CH:18][CH:17]=2)[S:7][C:6]=1[C:12]([O:14][CH3:15])=[O:13])(=[O:3])[CH3:2], predict the reactants needed to synthesize it.